From a dataset of Peptide-MHC class II binding affinity with 134,281 pairs from IEDB. Regression. Given a peptide amino acid sequence and an MHC pseudo amino acid sequence, predict their binding affinity value. This is MHC class II binding data. (1) The peptide sequence is QMRSMPFLRKTRWTF. The MHC is DRB1_0301 with pseudo-sequence DRB1_0301. The binding affinity (normalized) is 0.576. (2) The peptide sequence is EKKYFAATQFEPLDA. The MHC is DRB1_1001 with pseudo-sequence DRB1_1001. The binding affinity (normalized) is 0.689.